From a dataset of NCI-60 drug combinations with 297,098 pairs across 59 cell lines. Regression. Given two drug SMILES strings and cell line genomic features, predict the synergy score measuring deviation from expected non-interaction effect. (1) Drug 1: C1CNP(=O)(OC1)N(CCCl)CCCl. Drug 2: C1C(C(OC1N2C=NC3=C2NC=NCC3O)CO)O. Cell line: SK-MEL-5. Synergy scores: CSS=20.5, Synergy_ZIP=-2.52, Synergy_Bliss=-0.440, Synergy_Loewe=1.44, Synergy_HSA=1.51. (2) Drug 1: CS(=O)(=O)C1=CC(=C(C=C1)C(=O)NC2=CC(=C(C=C2)Cl)C3=CC=CC=N3)Cl. Drug 2: N.N.Cl[Pt+2]Cl. Cell line: SF-268. Synergy scores: CSS=-2.23, Synergy_ZIP=4.33, Synergy_Bliss=3.84, Synergy_Loewe=-2.94, Synergy_HSA=-2.42.